Task: Regression. Given a peptide amino acid sequence and an MHC pseudo amino acid sequence, predict their binding affinity value. This is MHC class I binding data.. Dataset: Peptide-MHC class I binding affinity with 185,985 pairs from IEDB/IMGT (1) The peptide sequence is KHNSAESAK. The MHC is HLA-B08:01 with pseudo-sequence HLA-B08:01. The binding affinity (normalized) is 0.0847. (2) The binding affinity (normalized) is 0.235. The peptide sequence is AVHDPERPL. The MHC is HLA-A02:01 with pseudo-sequence HLA-A02:01. (3) The peptide sequence is LMMTLPSIF. The MHC is HLA-B15:03 with pseudo-sequence HLA-B15:03. The binding affinity (normalized) is 1.00. (4) The peptide sequence is SVVEENTMA. The MHC is HLA-A02:11 with pseudo-sequence HLA-A02:11. The binding affinity (normalized) is 0.519. (5) The peptide sequence is TTADHMHML. The MHC is HLA-A26:02 with pseudo-sequence HLA-A26:02. The binding affinity (normalized) is 0.898. (6) The peptide sequence is SWFITQRNFF. The MHC is HLA-A30:02 with pseudo-sequence HLA-A30:02. The binding affinity (normalized) is 0.359. (7) The peptide sequence is TAVPWNASW. The MHC is HLA-A02:03 with pseudo-sequence HLA-A02:03. The binding affinity (normalized) is 0.